Regression. Given two drug SMILES strings and cell line genomic features, predict the synergy score measuring deviation from expected non-interaction effect. From a dataset of NCI-60 drug combinations with 297,098 pairs across 59 cell lines. (1) Drug 1: CCC1(CC2CC(C3=C(CCN(C2)C1)C4=CC=CC=C4N3)(C5=C(C=C6C(=C5)C78CCN9C7C(C=CC9)(C(C(C8N6C)(C(=O)OC)O)OC(=O)C)CC)OC)C(=O)OC)O.OS(=O)(=O)O. Drug 2: CC1=C2C(C(=O)C3(C(CC4C(C3C(C(C2(C)C)(CC1OC(=O)C(C(C5=CC=CC=C5)NC(=O)OC(C)(C)C)O)O)OC(=O)C6=CC=CC=C6)(CO4)OC(=O)C)O)C)O. Cell line: A549. Synergy scores: CSS=0.0510, Synergy_ZIP=-1.26, Synergy_Bliss=-2.23, Synergy_Loewe=-1.83, Synergy_HSA=-1.81. (2) Drug 1: C1C(C(OC1N2C=C(C(=O)NC2=O)F)CO)O. Drug 2: C1=CN(C(=O)N=C1N)C2C(C(C(O2)CO)O)O.Cl. Cell line: HT29. Synergy scores: CSS=46.0, Synergy_ZIP=0.777, Synergy_Bliss=1.94, Synergy_Loewe=1.50, Synergy_HSA=5.09. (3) Drug 1: CC12CCC3C(C1CCC2=O)CC(=C)C4=CC(=O)C=CC34C. Drug 2: C(=O)(N)NO. Cell line: RPMI-8226. Synergy scores: CSS=45.6, Synergy_ZIP=3.48, Synergy_Bliss=4.53, Synergy_Loewe=-9.40, Synergy_HSA=4.63. (4) Drug 1: CNC(=O)C1=CC=CC=C1SC2=CC3=C(C=C2)C(=NN3)C=CC4=CC=CC=N4. Drug 2: CC(C)CN1C=NC2=C1C3=CC=CC=C3N=C2N. Cell line: SF-295. Synergy scores: CSS=4.36, Synergy_ZIP=-2.91, Synergy_Bliss=-4.50, Synergy_Loewe=-5.68, Synergy_HSA=-3.96.